Dataset: Forward reaction prediction with 1.9M reactions from USPTO patents (1976-2016). Task: Predict the product of the given reaction. (1) Given the reactants [CH2:1]([N:8]1[C:16]2[C:11](=[CH:12][C:13]([OH:17])=[CH:14][CH:15]=2)[CH2:10][CH2:9]1)[C:2]1[CH:7]=[CH:6][CH:5]=[CH:4][CH:3]=1.[CH2:18]([N:21]=[C:22]=[O:23])[CH2:19][CH3:20], predict the reaction product. The product is: [CH2:18]([NH:21][C:22](=[O:23])[O:17][C:13]1[CH:12]=[C:11]2[C:16](=[CH:15][CH:14]=1)[N:8]([CH2:1][C:2]1[CH:3]=[CH:4][CH:5]=[CH:6][CH:7]=1)[CH2:9][CH2:10]2)[CH2:19][CH3:20]. (2) Given the reactants Br[C:2]1[CH:7]=[CH:6][CH:5]=[CH:4][CH:3]=1.[NH2:8][C@H:9]1[C:18]2[C:13](=[CH:14][CH:15]=[CH:16][CH:17]=2)[N:12]([C:19](=[O:21])[CH3:20])[C@@H:11]([CH3:22])[C@@H:10]1[CH3:23].CN(C1C(C2C(P(C3CCCCC3)C3CCCCC3)=CC=CC=2)=CC=CC=1)C.CC(C)([O-])C.[Na+], predict the reaction product. The product is: [CH3:22][C@H:11]1[C@H:10]([CH3:23])[C@@H:9]([NH:8][C:2]2[CH:7]=[CH:6][CH:5]=[CH:4][CH:3]=2)[C:18]2[C:13](=[CH:14][CH:15]=[CH:16][CH:17]=2)[N:12]1[C:19](=[O:21])[CH3:20]. (3) Given the reactants [Br:1][C:2]1[N:7]=[CH:6][C:5]([CH2:8][OH:9])=[CH:4][CH:3]=1.C(N(CC)C(C)C)(C)C.[CH3:19][S:20](Cl)(=[O:22])=[O:21].[Cl-].[NH4+], predict the reaction product. The product is: [CH3:19][S:20]([O:9][CH2:8][C:5]1[CH:6]=[N:7][C:2]([Br:1])=[CH:3][CH:4]=1)(=[O:22])=[O:21].